This data is from Full USPTO retrosynthesis dataset with 1.9M reactions from patents (1976-2016). The task is: Predict the reactants needed to synthesize the given product. (1) Given the product [ClH:1].[ClH:1].[NH:42]1[C:46]([CH2:9][CH2:8][NH:7][C:10](=[O:34])[CH2:11][O:12][C:13]2[CH:18]=[CH:17][CH:16]=[C:15]([CH2:19][O:20][C:21]3[C:22]([NH:27][C:28]4[S:29][CH:30]=[C:31]([CH3:33])[N:32]=4)=[N:23][CH:24]=[CH:25][CH:26]=3)[CH:14]=2)=[CH:45][N:44]=[CH:43]1, predict the reactants needed to synthesize it. The reactants are: [ClH:1].Cl.CN1[CH2:9][CH2:8][N:7]([C:10](=[O:34])[CH2:11][O:12][C:13]2[CH:18]=[CH:17][CH:16]=[C:15]([CH2:19][O:20][C:21]3[C:22]([NH:27][C:28]4[S:29][CH:30]=[C:31]([CH3:33])[N:32]=4)=[N:23][CH:24]=[CH:25][CH:26]=3)[CH:14]=2)CC1.C(N(CC)CC)C.[NH:42]1[C:46](CCN)=[CH:45][N:44]=[CH:43]1.Cl. (2) Given the product [NH2:37][C:29]1[C:30]2[CH:35]=[CH:34][C:33]([NH:36][C:22](=[O:23])[C@@H:21]([C@H:16]3[O:17][C@@H:18]([CH3:20])[CH2:19][N:14]([C:11]4[CH:12]=[CH:13][N:9]([C:5]5[CH:4]=[C:3]([C:1]#[N:2])[N:8]=[N:7][CH:6]=5)[N:10]=4)[C:15]3=[O:26])[OH:25])=[CH:32][C:31]=2[O:27][N:28]=1, predict the reactants needed to synthesize it. The reactants are: [C:1]([C:3]1[N:8]=[N:7][CH:6]=[C:5]([N:9]2[CH:13]=[CH:12][C:11]([N:14]3[CH2:19][C@H:18]([CH3:20])[O:17][C@H:16]([C@@H:21]([OH:25])[C:22](O)=[O:23])[C:15]3=[O:26])=[N:10]2)[CH:4]=1)#[N:2].[O:27]1[C:31]2[CH:32]=[C:33]([NH2:36])[CH:34]=[CH:35][C:30]=2[C:29]([NH2:37])=[N:28]1.C(Cl)CCl.ON1C2N=CC=CC=2N=N1.